This data is from Reaction yield outcomes from USPTO patents with 853,638 reactions. The task is: Predict the reaction yield, written as a fraction of the theoretical maximum amount of product (1.0 means a 100% yield; for example, 0.34 means a 34% yield). (1) The catalyst is ClCCl. The yield is 0.670. The product is [C:28]1([S:38]([O:21][C:13]2[C:12]([C:22]3[CH:27]=[CH:26][CH:25]=[CH:24][CH:23]=3)=[C:11]([C:8]3[CH:7]=[CH:6][C:5]([S:2]([CH3:1])(=[O:4])=[O:3])=[CH:10][CH:9]=3)[N:16]=[C:15]([C:17]([F:20])([F:19])[F:18])[N:14]=2)(=[O:40])=[O:39])[C:37]2[C:32](=[CH:33][CH:34]=[CH:35][CH:36]=2)[CH:31]=[CH:30][CH:29]=1. The reactants are [CH3:1][S:2]([C:5]1[CH:10]=[CH:9][C:8]([C:11]2[N:16]=[C:15]([C:17]([F:20])([F:19])[F:18])[N:14]=[C:13]([OH:21])[C:12]=2[C:22]2[CH:27]=[CH:26][CH:25]=[CH:24][CH:23]=2)=[CH:7][CH:6]=1)(=[O:4])=[O:3].[C:28]1([S:38](Cl)(=[O:40])=[O:39])[C:37]2[C:32](=[CH:33][CH:34]=[CH:35][CH:36]=2)[CH:31]=[CH:30][CH:29]=1.N1C=CC=CC=1. (2) The reactants are [N+]([C:4]1[CH:5]=[C:6]2[C:10](=[CH:11][CH:12]=1)[NH:9][N:8]=[C:7]2[C:13]1[CH:18]=[CH:17][CH:16]=[CH:15][CH:14]=1)([O-])=O.[H][H].C(OCC)(=[O:23])C. The catalyst is [Pd].[Pd].[C]. The product is [C:13]1([C:7]2[C:6]3[C:10](=[CH:11][CH:12]=[C:4]([OH:23])[CH:5]=3)[NH:9][N:8]=2)[CH:18]=[CH:17][CH:16]=[CH:15][CH:14]=1. The yield is 0.280. (3) The reactants are [F:1][C:2]1[CH:36]=[C:35]([NH:37][C:38]([NH2:40])=[O:39])[CH:34]=[CH:33][C:3]=1[O:4][C:5]1[CH:10]=[CH:9][N:8]=[C:7]2[CH:11]=[C:12]([C:14]3[N:19]=[CH:18][C:17]([CH2:20][N:21]([CH2:29][CH2:30][O:31][CH3:32])C(=O)OC(C)(C)C)=[CH:16][CH:15]=3)[S:13][C:6]=12.C(O)(C(F)(F)F)=O. The catalyst is C(Cl)Cl. The yield is 0.940. The product is [F:1][C:2]1[CH:36]=[C:35]([NH:37][C:38]([NH2:40])=[O:39])[CH:34]=[CH:33][C:3]=1[O:4][C:5]1[CH:10]=[CH:9][N:8]=[C:7]2[CH:11]=[C:12]([C:14]3[CH:15]=[CH:16][C:17]([CH2:20][NH:21][CH2:29][CH2:30][O:31][CH3:32])=[CH:18][N:19]=3)[S:13][C:6]=12. (4) The reactants are C[O:2][C:3]([C@@H:5]1[N:15]2[C:16]3[C:11]([CH:12]=[CH:13][C:14]2=[O:17])=[CH:10][CH:9]=[C:8]([F:18])[C:7]=3[C@H:6]1[NH:19][CH2:20][CH2:21][CH2:22][C@H:23]1[O:27][C:26](=[O:28])[N:25]([C:29]2[CH:30]=[CH:31][C:32]3[S:37][CH2:36][C:35](=[O:38])[NH:34][C:33]=3[CH:39]=2)[CH2:24]1)=[O:4].[ClH:40]. The catalyst is O1CCOCC1. The product is [ClH:40].[F:18][C:8]1[C:7]2[C@@H:6]([NH:19][CH2:20][CH2:21][CH2:22][C@H:23]3[O:27][C:26](=[O:28])[N:25]([C:29]4[CH:30]=[CH:31][C:32]5[S:37][CH2:36][C:35](=[O:38])[NH:34][C:33]=5[CH:39]=4)[CH2:24]3)[C@H:5]([C:3]([OH:4])=[O:2])[N:15]3[C:16]=2[C:11]([CH:12]=[CH:13][C:14]3=[O:17])=[CH:10][CH:9]=1. The yield is 0.290.